This data is from Experimentally validated miRNA-target interactions with 360,000+ pairs, plus equal number of negative samples. The task is: Binary Classification. Given a miRNA mature sequence and a target amino acid sequence, predict their likelihood of interaction. (1) The miRNA is hsa-miR-3611 with sequence UUGUGAAGAAAGAAAUUCUUA. The protein sequence of the target gene is MLESYVTPILMSYVNRYIKNLKPSDLQLSLWGGDVVLSKLELKLDVLEQELKLPFTFLSGHIHELRIHVPWTKLGSEPVVITINTMECILKLKDGIQDDHESCGSNSTNRSTAESTKSSIKPRRMQQAAPTDPDLPPGYVQSLIRRVVNNVNIVINNLILKYVEDDIVLSVNITSAECYTVGELWDRAFMDISATDLVLRKVINFSDCTVCLDKRNASGKIEFYQDPLLYKCSFRTRLHFTYENLNSKMPSVIKIHTLVESLKLSITDQQLPMFIRIMQLGIALYYGEIGNFKEGEIEDL.... Result: 0 (no interaction). (2) The miRNA is hsa-miR-4787-3p with sequence GAUGCGCCGCCCACUGCCCCGCGC. The protein sequence of the target gene is MPNVAETERSNDSGNGEHKSERKSPEENLQGAVKSFCTSASGAPLGPKGDGHYPWSCPVTHTREKIYAICSDYAFLNQATSIYKTPNPSRSPCLPDSTSLSAGNNSSRYIGIPTSTSEIIYNEENSLENLSNSLGKLPLAWEIDKSEFDGVTTNSKHKSGNAKKQVSKRKTSDKKGRYQKECPQHSPLEDIKQRKVLDLRRWYCISRPQYKTSCGISSLISCWNFLYSTMGAGNLPPITQEEALHILGFQPPFEDIRFGPFTGNTTLMRWFRQINDHFHVKGCSYVLYKPHGKNKTAGET.... Result: 0 (no interaction).